From a dataset of Catalyst prediction with 721,799 reactions and 888 catalyst types from USPTO. Predict which catalyst facilitates the given reaction. (1) Reactant: CCN(C(C)C)C(C)C.[F:10][C:11]([F:26])([F:25])[C:12]1[CH:20]=[CH:19][C:18]([C:21]([F:24])([F:23])[F:22])=[CH:17][C:13]=1[C:14]([OH:16])=O.C1C=CC2N(O)N=NC=2C=1.CCN=C=NCCCN(C)C.Cl.[O:49]=[C:50]([N:67]1[CH2:72][CH2:71][NH:70][CH2:69][CH2:68]1)[CH2:51][NH:52][C:53]([C:55]1[CH:60]=[CH:59][C:58]([C:61]2[CH:66]=[CH:65][CH:64]=[CH:63][CH:62]=2)=[CH:57][CH:56]=1)=[O:54]. Product: [F:25][C:11]([F:10])([F:26])[C:12]1[CH:20]=[CH:19][C:18]([C:21]([F:24])([F:23])[F:22])=[CH:17][C:13]=1[C:14]([N:70]1[CH2:69][CH2:68][N:67]([C:50](=[O:49])[CH2:51][NH:52][C:53]([C:55]2[CH:60]=[CH:59][C:58]([C:61]3[CH:66]=[CH:65][CH:64]=[CH:63][CH:62]=3)=[CH:57][CH:56]=2)=[O:54])[CH2:72][CH2:71]1)=[O:16]. The catalyst class is: 18. (2) Reactant: [CH2:1]1[C:5]2([CH2:10][CH2:9][NH:8][CH2:7][CH2:6]2)[CH2:4][CH2:3][CH2:2]1.C(N(CC)CC)C.[C:18](OC([O-])=O)([O:20][C:21]([CH3:24])([CH3:23])[CH3:22])=[O:19]. Product: [CH2:4]1[C:5]2([CH2:10][CH2:9][N:8]([C:18]([O:20][C:21]([CH3:24])([CH3:23])[CH3:22])=[O:19])[CH2:7][CH2:6]2)[CH2:1][CH2:2][CH2:3]1. The catalyst class is: 4. (3) Reactant: [C:1]([O:5][C:6]([N:8]1[CH2:13][CH2:12][NH:11][CH2:10][CH2:9]1)=[O:7])([CH3:4])([CH3:3])[CH3:2].C(N(CC)CC)C.Cl[C:22]([O:24][CH2:25][CH2:26][CH2:27][CH3:28])=[O:23]. Product: [C:1]([O:5][C:6]([N:8]1[CH2:13][CH2:12][N:11]([C:22]([O:24][CH2:25][CH2:26][CH2:27][CH3:28])=[O:23])[CH2:10][CH2:9]1)=[O:7])([CH3:4])([CH3:2])[CH3:3]. The catalyst class is: 2. (4) Reactant: CS([C:4]1[N:9]=[C:8]([NH:10][C:11]2[S:12][C:13]3[CH:19]=[CH:18][CH:17]=[CH:16][C:14]=3[N:15]=2)[CH:7]=[C:6]([CH2:20][C:21]2[CH:26]=[CH:25][CH:24]=[CH:23][CH:22]=2)[N:5]=1)=O.[NH2:27][C@H:28]1[CH2:33][CH2:32][C@H:31]([OH:34])[CH2:30][CH2:29]1. Product: [S:12]1[C:13]2[CH:19]=[CH:18][CH:17]=[CH:16][C:14]=2[N:15]=[C:11]1[NH:10][C:8]1[CH:7]=[C:6]([CH2:20][C:21]2[CH:26]=[CH:25][CH:24]=[CH:23][CH:22]=2)[N:5]=[C:4]([NH:27][C@H:28]2[CH2:33][CH2:32][C@H:31]([OH:34])[CH2:30][CH2:29]2)[N:9]=1. The catalyst class is: 32. (5) The catalyst class is: 13. Product: [Br:1][C:2]1[CH:7]=[CH:6][CH:5]=[C:4]([O:22][CH2:21][C:17]2[CH:18]=[CH:19][CH:20]=[C:15]([F:14])[CH:16]=2)[N:3]=1. Reactant: [Br:1][C:2]1[CH:7]=[CH:6][CH:5]=[C:4](F)[N:3]=1.CN(C=O)C.[F:14][C:15]1[CH:16]=[C:17]([CH2:21][OH:22])[CH:18]=[CH:19][CH:20]=1.C(=O)([O-])[O-].[Cs+].[Cs+]. (6) Reactant: [CH3:1][O:2][CH2:3][CH2:4][O:5][CH2:6][O:7][C:8]1[C:9](Br)=[CH:10][C:11]([CH3:18])=[C:12]2[C:17]=1[N:16]=[CH:15][CH:14]=[CH:13]2.C([Li])CCC.CN(OC)[C:27]([C:29]1[CH:34]=[CH:33][CH:32]=[C:31]([CH2:35][C:36]2[CH:41]=[CH:40][CH:39]=[CH:38][CH:37]=2)[CH:30]=1)=[O:28].[NH4+].[Cl-]. Product: [CH2:35]([C:31]1[CH:30]=[C:29]([C:27]([C:9]2[C:8]([O:7][CH2:6][O:5][CH2:4][CH2:3][O:2][CH3:1])=[C:17]3[C:12]([CH:13]=[CH:14][CH:15]=[N:16]3)=[C:11]([CH3:18])[CH:10]=2)=[O:28])[CH:34]=[CH:33][CH:32]=1)[C:36]1[CH:37]=[CH:38][CH:39]=[CH:40][CH:41]=1. The catalyst class is: 323. (7) Reactant: [NH2:1][C:2]1[N:6]([C:7]2[CH:12]=[CH:11][CH:10]=[CH:9][CH:8]=2)[N:5]=[C:4]([S:13][CH3:14])[C:3]=1[C:15]([NH:17][CH2:18][C:19](=O)[C:20]1[CH:25]=[CH:24][CH:23]=[CH:22][CH:21]=1)=[O:16]. Product: [CH3:14][S:13][C:4]1[C:3]2[C:15](=[O:16])[NH:17][CH2:18][C:19]([C:20]3[CH:25]=[CH:24][CH:23]=[CH:22][CH:21]=3)=[N:1][C:2]=2[N:6]([C:7]2[CH:12]=[CH:11][CH:10]=[CH:9][CH:8]=2)[N:5]=1. The catalyst class is: 113. (8) Reactant: N([C:8]([O:10][CH2:11][CH3:12])=[O:9])=N[C:8]([O:10][CH2:11][CH3:12])=[O:9].[C:13]([O:21][C:22]1[CH:27]=[CH:26][C:25]([OH:28])=[CH:24][C:23]=1[O:29][CH:30]([CH3:32])[CH3:31])(=[O:20])[C:14]1[CH:19]=[CH:18][CH:17]=[CH:16][CH:15]=1.[C:33]1(P([C:33]2[CH:38]=[CH:37][CH:36]=[CH:35][CH:34]=2)[C:33]2[CH:38]=[CH:37][CH:36]=[CH:35][CH:34]=2)[CH:38]=[CH:37][CH:36]=[CH:35][CH:34]=1.[CH3:52]COC(/N=N/C(OCC)=O)=O. Product: [C:13]([O:21][C:22]1[CH:27]=[CH:26][C:25]([O:28][CH:12]2[CH2:52][O:9][CH:8]([C:33]3[CH:38]=[CH:37][CH:36]=[CH:35][CH:34]=3)[O:10][CH2:11]2)=[CH:24][C:23]=1[O:29][CH:30]([CH3:32])[CH3:31])(=[O:20])[C:14]1[CH:15]=[CH:16][CH:17]=[CH:18][CH:19]=1. The catalyst class is: 1.